Dataset: Catalyst prediction with 721,799 reactions and 888 catalyst types from USPTO. Task: Predict which catalyst facilitates the given reaction. (1) Reactant: COC[O:4][C:5]1[CH:30]=[CH:29][C:28]([CH3:31])=[CH:27][C:6]=1/[CH:7]=[C:8]1/[C:9](=[O:26])[N:10]([S:16]([C:19]2[CH:24]=[CH:23][C:22]([Cl:25])=[CH:21][CH:20]=2)(=[O:18])=[O:17])[CH2:11][C:12](=[O:15])[NH:13][CH2:14]/1.FC(F)(F)C(O)=O. Product: [OH:4][C:5]1[CH:30]=[CH:29][C:28]([CH3:31])=[CH:27][C:6]=1/[CH:7]=[C:8]1/[C:9](=[O:26])[N:10]([S:16]([C:19]2[CH:20]=[CH:21][C:22]([Cl:25])=[CH:23][CH:24]=2)(=[O:17])=[O:18])[CH2:11][C:12](=[O:15])[NH:13][CH2:14]/1. The catalyst class is: 2. (2) Reactant: [N:1]([C@H:4]([C:15]1[N:16]=[C:17]([C:20]2[CH:25]=[CH:24][CH:23]=[CH:22][CH:21]=2)[S:18][CH:19]=1)[CH2:5][C:6]1[CH:11]=[CH:10][C:9]([N+:12]([O-:14])=[O:13])=[CH:8][CH:7]=1)=[C:2]=[S:3].[C:26]([NH:29][NH2:30])(=O)[CH3:27]. Product: [CH3:27][C:26]1[S:3][C:2]([NH:1][C@H:4]([C:15]2[N:16]=[C:17]([C:20]3[CH:21]=[CH:22][CH:23]=[CH:24][CH:25]=3)[S:18][CH:19]=2)[CH2:5][C:6]2[CH:11]=[CH:10][C:9]([N+:12]([O-:14])=[O:13])=[CH:8][CH:7]=2)=[N:30][N:29]=1. The catalyst class is: 14. (3) Reactant: [OH-].[K+].[Cl:3][C:4]1[CH:5]=[CH:6][C:7]2[N:8]([N:10]=[C:11]([C:24]3[CH:29]=[CH:28][CH:27]=[CH:26][CH:25]=3)[C:12]=2[CH2:13][C:14]2[CH:15]=[C:16]([CH:21]=[CH:22][CH:23]=2)[C:17]([O:19]C)=[O:18])[CH:9]=1.Cl. Product: [Cl:3][C:4]1[CH:5]=[CH:6][C:7]2[N:8]([N:10]=[C:11]([C:24]3[CH:25]=[CH:26][CH:27]=[CH:28][CH:29]=3)[C:12]=2[CH2:13][C:14]2[CH:15]=[C:16]([CH:21]=[CH:22][CH:23]=2)[C:17]([OH:19])=[O:18])[CH:9]=1. The catalyst class is: 5. (4) Reactant: [Br:1][CH2:2][CH2:3][CH2:4][O:5][C:6]1[CH:39]=[CH:38][C:9]([CH2:10][NH:11][C:12]2[N:17]=[C:16]([NH:18][C:19]3[CH:31]=[CH:30][C:22]([C:23]([O:25]C(C)(C)C)=[O:24])=[CH:21][CH:20]=3)[CH:15]=[C:14]([O:32][CH2:33][C:34]([F:37])([F:36])[F:35])[N:13]=2)=[CH:8][CH:7]=1.Cl. Product: [Br:1][CH2:2][CH2:3][CH2:4][O:5][C:6]1[CH:7]=[CH:8][C:9]([CH2:10][NH:11][C:12]2[N:17]=[C:16]([NH:18][C:19]3[CH:31]=[CH:30][C:22]([C:23]([OH:25])=[O:24])=[CH:21][CH:20]=3)[CH:15]=[C:14]([O:32][CH2:33][C:34]([F:37])([F:36])[F:35])[N:13]=2)=[CH:38][CH:39]=1. The catalyst class is: 12. (5) Reactant: [F:1][C:2]1[CH:3]=[C:4]([C:9]2[N:10]=[C:11]([CH:19]3[CH2:24][CH2:23][NH:22][CH2:21][CH2:20]3)[N:12]([CH:14](N(C)C)[CH3:15])[CH:13]=2)[CH:5]=[CH:6][C:7]=1[F:8].Cl[C:26]1[C:27]2[CH:34]([CH2:35][CH3:36])[C:33](=[O:37])[NH:32][C:28]=2[N:29]=[CH:30][N:31]=1.C[CH2:39][N:40](C(C)C)[CH:41](C)C. Product: [F:1][C:2]1[CH:3]=[C:4]([C:9]2[N:10]=[C:11]([CH:19]3[CH2:20][CH2:21][N:22]([C:26]4[C:27]5[CH:34]([CH2:35][CH3:36])[C:33](=[O:37])[NH:32][C:28]=5[N:29]=[CH:30][N:31]=4)[CH2:23][CH2:24]3)[N:12]([CH2:14][CH2:15][N:40]([CH3:41])[CH3:39])[CH:13]=2)[CH:5]=[CH:6][C:7]=1[F:8]. The catalyst class is: 41. (6) Reactant: [CH3:1][C:2]1[N:7]([CH2:8][C:9]2[S:10][C:11]([C:14]([F:17])([F:16])[F:15])=[CH:12][CH:13]=2)[C:6](=[O:18])[N:5]=[C:4](SC)[N:3]=1.Cl.[CH:22]([O:25][C:26]1[CH:27]=[C:28]2[C:33](=[CH:34][CH:35]=1)[CH2:32][NH:31][CH2:30][CH:29]2[OH:36])([CH3:24])[CH3:23].N12CCCN=C1CCCCC2.[I-].[Na+]. Product: [OH:36][CH:29]1[C:28]2[C:33](=[CH:34][CH:35]=[C:26]([O:25][CH:22]([CH3:24])[CH3:23])[CH:27]=2)[CH2:32][N:31]([C:4]2[N:3]=[C:2]([CH3:1])[N:7]([CH2:8][C:9]3[S:10][C:11]([C:14]([F:17])([F:16])[F:15])=[CH:12][CH:13]=3)[C:6](=[O:18])[N:5]=2)[CH2:30]1. The catalyst class is: 12. (7) Reactant: [O:1]=[C:2]1[N:6]2[CH:7]=[CH:8][C:9]3[C:10](=[O:38])[C:11]([C:21]4[CH:22]=[CH:23][C:24]([C:27]5([NH:31]S(C(C)(C)C)=O)[CH2:30][CH2:29][CH2:28]5)=[N:25][CH:26]=4)=[C:12]([C:15]4[CH:20]=[CH:19][CH:18]=[CH:17][CH:16]=4)[O:13][C:14]=3[C:5]2=[N:4][N:3]1COCC[Si](C)(C)C.Cl.O1CCOCC1. Product: [NH2:31][C:27]1([C:24]2[N:25]=[CH:26][C:21]([C:11]3[C:10](=[O:38])[C:9]4[CH:8]=[CH:7][N:6]5[C:2](=[O:1])[NH:3][N:4]=[C:5]5[C:14]=4[O:13][C:12]=3[C:15]3[CH:20]=[CH:19][CH:18]=[CH:17][CH:16]=3)=[CH:22][CH:23]=2)[CH2:30][CH2:29][CH2:28]1. The catalyst class is: 5.